Dataset: Forward reaction prediction with 1.9M reactions from USPTO patents (1976-2016). Task: Predict the product of the given reaction. Given the reactants C[C:2]1[CH:3]=[C:4]([CH:6]=[CH:7][C:8]=1[N+:9]([O-])=O)N.C[C:13]1[CH:14]=[C:15](N=C=S)[CH:16]=[CH:17][C:18]=1[N+:19]([O-])=[O:20].OCCN.O=S(Cl)[Cl:31], predict the reaction product. The product is: [NH2:9][C:8]1([CH2:2][OH:20])[CH2:7][CH2:6][CH2:4][CH2:3]1.[ClH:31].[NH2:19][C:18]1([CH2:13][Cl:31])[CH2:17][CH2:16][CH2:15][CH2:14]1.